Task: Predict the reactants needed to synthesize the given product.. Dataset: Full USPTO retrosynthesis dataset with 1.9M reactions from patents (1976-2016) (1) Given the product [C:4]1(/[C:10](=[N:17]/[O:18][CH2:19][C:20]2[CH:25]=[CH:24][C:23]([O:26][CH2:27][C:28]3[CH:37]=[CH:36][C:35]4[C:30](=[CH:31][CH:32]=[CH:33][CH:34]=4)[N:29]=3)=[CH:22][CH:21]=2)/[CH2:11][CH2:12][C:13]([OH:15])=[O:14])[CH:5]=[CH:6][CH:7]=[CH:8][CH:9]=1, predict the reactants needed to synthesize it. The reactants are: O.[OH-].[Li+].[C:4]1(/[C:10](=[N:17]/[O:18][CH2:19][C:20]2[CH:25]=[CH:24][C:23]([O:26][CH2:27][C:28]3[CH:37]=[CH:36][C:35]4[C:30](=[CH:31][CH:32]=[CH:33][CH:34]=4)[N:29]=3)=[CH:22][CH:21]=2)/[CH2:11][CH2:12][C:13]([O:15]C)=[O:14])[CH:9]=[CH:8][CH:7]=[CH:6][CH:5]=1.O.Cl. (2) Given the product [C:1]([O:5][C@@H:6]([C:9]1[C:10]([C:21]2[CH:22]=[CH:23][C:24]([Cl:27])=[CH:25][CH:26]=2)=[C:11]2[C:16](=[CH:17][C:18]=1[CH3:19])[NH:15][C:14](=[O:20])[CH:13]=[CH:12]2)[CH2:7][O:8][Si:33]([C:36]([CH3:39])([CH3:38])[CH3:37])([CH3:35])[CH3:34])([CH3:4])([CH3:2])[CH3:3], predict the reactants needed to synthesize it. The reactants are: [C:1]([O:5][C@@H:6]([C:9]1[C:10]([C:21]2[CH:26]=[CH:25][C:24]([Cl:27])=[CH:23][CH:22]=2)=[C:11]2[C:16](=[CH:17][C:18]=1[CH3:19])[NH:15][C:14](=[O:20])[CH:13]=[CH:12]2)[CH2:7][OH:8])([CH3:4])([CH3:3])[CH3:2].N1C=CN=C1.[Si:33](Cl)([C:36]([CH3:39])([CH3:38])[CH3:37])([CH3:35])[CH3:34]. (3) Given the product [C:15]([C:11]1[CH:10]=[C:9]([NH:8][C:6]2[C:5]([F:17])=[CH:4][N:3]=[C:2]([NH:18][C:19]3[CH:24]=[CH:23][CH:22]=[C:21]([OH:25])[CH:20]=3)[N:7]=2)[CH:14]=[CH:13][CH:12]=1)#[N:16], predict the reactants needed to synthesize it. The reactants are: Cl[C:2]1[N:7]=[C:6]([NH:8][C:9]2[CH:14]=[CH:13][CH:12]=[C:11]([C:15]#[N:16])[CH:10]=2)[C:5]([F:17])=[CH:4][N:3]=1.[NH2:18][C:19]1[CH:20]=[C:21]([OH:25])[CH:22]=[CH:23][CH:24]=1. (4) Given the product [OH:8][C:6]1[CH:5]=[CH:4][C:3]([C:15]2[CH:20]=[CH:19][CH:18]=[C:17]([CH2:21][O:22][C:23]3[CH:28]=[CH:27][C:26]([CH2:29][CH2:30][C:31]([O:33][CH3:34])=[O:32])=[CH:25][CH:24]=3)[CH:16]=2)=[C:2]([CH3:1])[CH:7]=1, predict the reactants needed to synthesize it. The reactants are: [CH3:1][C:2]1[CH:7]=[C:6]([O:8]C2CCCCO2)[CH:5]=[CH:4][C:3]=1[C:15]1[CH:20]=[CH:19][CH:18]=[C:17]([CH2:21][O:22][C:23]2[CH:28]=[CH:27][C:26]([CH2:29][CH2:30][C:31]([O:33][CH3:34])=[O:32])=[CH:25][CH:24]=2)[CH:16]=1.O.C1(C)C=CC(S(O)(=O)=O)=CC=1. (5) Given the product [F:15][C:2]([F:14])([F:1])[C:3]1[C:11]([C:12]#[N:13])=[CH:10][CH:9]=[C:8]2[C:4]=1[CH:5]=[CH:6][N:7]2[CH2:17][C:18]1[N:22]=[C:21]([C:23]2[CH:28]=[CH:27][CH:26]=[C:25]([C:29]([F:32])([F:30])[F:31])[CH:24]=2)[O:20][N:19]=1, predict the reactants needed to synthesize it. The reactants are: [F:1][C:2]([F:15])([F:14])[C:3]1[C:11]([C:12]#[N:13])=[CH:10][CH:9]=[C:8]2[C:4]=1[CH:5]=[CH:6][NH:7]2.Cl[CH2:17][C:18]1[N:22]=[C:21]([C:23]2[CH:28]=[CH:27][CH:26]=[C:25]([C:29]([F:32])([F:31])[F:30])[CH:24]=2)[O:20][N:19]=1. (6) Given the product [Cl:1][C:2]1[CH:7]=[C:6]2[NH:8][C:9](=[O:31])[C:10]3([CH:15]([C:16]4[CH:21]=[CH:20][CH:19]=[C:18]([Cl:22])[CH:17]=4)[CH2:14][CH2:13][NH:12][CH:11]3[C:24]3[CH:29]=[CH:28][CH:27]=[C:26]([CH3:30])[CH:25]=3)[C:5]2=[CH:4][CH:3]=1, predict the reactants needed to synthesize it. The reactants are: [Cl:1][C:2]1[CH:7]=[C:6]2[NH:8][C:9](=[O:31])[C:10]3([CH:15]([C:16]4[CH:21]=[CH:20][CH:19]=[C:18]([Cl:22])[CH:17]=4)[CH2:14][C:13](=O)[NH:12][CH:11]3[C:24]3[CH:29]=[CH:28][CH:27]=[C:26]([CH3:30])[CH:25]=3)[C:5]2=[CH:4][CH:3]=1.[BH4-].[Na+].